This data is from Catalyst prediction with 721,799 reactions and 888 catalyst types from USPTO. The task is: Predict which catalyst facilitates the given reaction. Reactant: O[C:2]1[CH:7]=[CH:6][C:5]([C:8]([F:14])([F:13])[C:9]([F:12])([F:11])[F:10])=[CH:4][C:3]=1[NH:15][C:16](=[O:23])[C:17]1[CH:22]=[CH:21][N:20]=[CH:19][CH:18]=1.O1CCCC1.C1(P(C2C=CC=CC=2)C2C=CC=CC=2)C=CC=CC=1.N(C(OCC)=O)=NC(OCC)=O. Product: [F:14][C:8]([F:13])([C:5]1[CH:6]=[CH:7][C:2]2[O:23][C:16]([C:17]3[CH:22]=[CH:21][N:20]=[CH:19][CH:18]=3)=[N:15][C:3]=2[CH:4]=1)[C:9]([F:10])([F:12])[F:11]. The catalyst class is: 11.